From a dataset of Reaction yield outcomes from USPTO patents with 853,638 reactions. Predict the reaction yield, written as a fraction of the theoretical maximum amount of product (1.0 means a 100% yield; for example, 0.34 means a 34% yield). (1) The reactants are [CH:1]([OH:3])=O.C(OC(=O)C)(=O)C.[CH3:11][C:12]1[CH:18]=[CH:17][CH:16]=[CH:15][C:13]=1[NH2:14]. The catalyst is ClCCl. The product is [CH:1]([NH:14][C:13]1[CH:15]=[CH:16][CH:17]=[CH:18][C:12]=1[CH3:11])=[O:3]. The yield is 0.720. (2) The reactants are [F:1][C:2]1[CH:10]=[C:9]2[C:5]([CH:6]=[C:7]([C:11]([CH3:19])([CH3:18])[CH2:12][C:13](OCC)=[O:14])[NH:8]2)=[CH:4][C:3]=1[N+:20]([O-:22])=[O:21].CC(C[AlH]CC(C)C)C. The catalyst is C(Cl)Cl. The product is [F:1][C:2]1[CH:10]=[C:9]2[C:5]([CH:6]=[C:7]([C:11]([CH3:19])([CH3:18])[CH2:12][CH2:13][OH:14])[NH:8]2)=[CH:4][C:3]=1[N+:20]([O-:22])=[O:21]. The yield is 0.220. (3) The reactants are [CH2:1]([C:3]1(CCC)[C:7]2[C:8]([CH3:23])=[CH:9][C:10]([CH3:22])=[C:11]([CH2:12][C:13]3[CH:18]=[CH:17][C:16]([CH:19]([CH3:21])[CH3:20])=[CH:15][CH:14]=3)[C:6]=2[O:5][CH2:4]1)[CH3:2].C([SiH](CC)CC)C.O. The catalyst is FC(F)(F)C(O)=O. The product is [CH2:1]([CH:3]1[C:7]2[C:8]([CH3:23])=[CH:9][C:10]([CH3:22])=[C:11]([CH2:12][C:13]3[CH:14]=[CH:15][C:16]([CH:19]([CH3:20])[CH3:21])=[CH:17][CH:18]=3)[C:6]=2[O:5][CH2:4]1)[CH3:2]. The yield is 0.990. (4) The reactants are [N:1]([CH2:4][CH:5]1[O:10][C:9]2[C:11](Br)=[CH:12][CH:13]=[CH:14][C:8]=2[N:7]([CH3:16])[CH2:6]1)=[N+:2]=[N-:3].[C:17]1(B(O)O)[CH:22]=[CH:21][CH:20]=[CH:19][CH:18]=1. No catalyst specified. The product is [N:1]([CH2:4][CH:5]1[O:10][C:9]2[C:11]([C:17]3[CH:22]=[CH:21][CH:20]=[CH:19][CH:18]=3)=[CH:12][CH:13]=[CH:14][C:8]=2[N:7]([CH3:16])[CH2:6]1)=[N+:2]=[N-:3]. The yield is 0.800. (5) The product is [Br:8][C:5]1[CH:6]=[CH:7][C:2]2[N:1]=[CH:22][N:9]([CH:10]3[CH2:14][CH2:13][N:12]([C:15]([O:17][C:18]([CH3:21])([CH3:20])[CH3:19])=[O:16])[CH2:11]3)[C:3]=2[CH:4]=1. The yield is 0.800. The reactants are [NH2:1][C:2]1[CH:7]=[CH:6][C:5]([Br:8])=[CH:4][C:3]=1[NH:9][CH:10]1[CH2:14][CH2:13][N:12]([C:15]([O:17][C:18]([CH3:21])([CH3:20])[CH3:19])=[O:16])[CH2:11]1.[CH:22](OC)(OC)OC. The catalyst is CN(C=O)C.Cl.C(Cl)Cl. (6) The reactants are [O:1]1[C:5]2[CH:6]=[CH:7][C:8]([C:10]3([C:13]([NH:15][C:16]4[CH:21]=[CH:20][C:19]([CH2:22][OH:23])=[C:18](Br)[CH:17]=4)=[O:14])[CH2:12][CH2:11]3)=[CH:9][C:4]=2[O:3][CH2:2]1.[CH3:25][N:26]([CH3:38])[C:27]([C:29]1[CH:34]=[CH:33][C:32](B(O)O)=[CH:31][CH:30]=1)=[O:28].C([O-])([O-])=O.[K+].[K+]. The catalyst is CN(C)C=O. The product is [O:1]1[C:5]2[CH:6]=[CH:7][C:8]([C:10]3([C:13]([NH:15][C:16]4[CH:21]=[CH:20][C:19]([CH2:22][OH:23])=[C:18]([C:32]5[CH:33]=[CH:34][C:29]([C:27]([N:26]([CH3:38])[CH3:25])=[O:28])=[CH:30][CH:31]=5)[CH:17]=4)=[O:14])[CH2:12][CH2:11]3)=[CH:9][C:4]=2[O:3][CH2:2]1. The yield is 0.340. (7) The reactants are [CH3:1][C:2]1([CH3:22])[C@H:6]([C:7]2[CH:12]=[CH:11][C:10]([CH3:13])=[CH:9][CH:8]=2)[C:5]2[C:14]([CH3:21])=[C:15]([NH2:20])[C:16]([CH3:19])=[C:17]([CH3:18])[C:4]=2[O:3]1.[CH3:23][O:24][C:25]1[CH:30]=[CH:29][C:28]([CH2:31][C:32](O)=[O:33])=[CH:27][CH:26]=1. The catalyst is C(OCC)(=O)C.CCCCCC. The product is [CH3:23][O:24][C:25]1[CH:30]=[CH:29][C:28]([CH2:31][C:32]([NH:20][C:15]2[C:16]([CH3:19])=[C:17]([CH3:18])[C:4]3[O:3][C:2]([CH3:22])([CH3:1])[C@H:6]([C:7]4[CH:8]=[CH:9][C:10]([CH3:13])=[CH:11][CH:12]=4)[C:5]=3[C:14]=2[CH3:21])=[O:33])=[CH:27][CH:26]=1. The yield is 0.740.